From a dataset of Reaction yield outcomes from USPTO patents with 853,638 reactions. Predict the reaction yield, written as a fraction of the theoretical maximum amount of product (1.0 means a 100% yield; for example, 0.34 means a 34% yield). (1) The reactants are C[C:2](C)([O-:4])C.[K+].[Br:7][C:8]1[CH:13]=[CH:12][C:11]([Br:14])=[CH:10][C:9]=1F.CO. The catalyst is C1COCC1. The product is [Br:7][C:8]1[CH:13]=[CH:12][C:11]([Br:14])=[CH:10][C:9]=1[O:4][CH3:2]. The yield is 0.840. (2) The reactants are [NH2:1][C:2]1[CH:7]=[CH:6][C:5]([C:8]2[C:9]([NH2:19])=[N:10][C:11]([NH2:18])=[N:12][C:13]=2[CH:14]2[CH2:17][CH2:16][CH2:15]2)=[CH:4][CH:3]=1.[CH3:20][S:21]([C:24]1[CH:31]=[CH:30][C:27]([CH:28]=O)=[CH:26][CH:25]=1)(=[O:23])=[O:22].[BH3-]C#N.[Na+].CC(O)=O. The catalyst is CO. The product is [CH:14]1([C:13]2[N:12]=[C:11]([NH2:18])[N:10]=[C:9]([NH2:19])[C:8]=2[C:5]2[CH:4]=[CH:3][C:2]([NH:1][CH2:28][C:27]3[CH:26]=[CH:25][C:24]([S:21]([CH3:20])(=[O:23])=[O:22])=[CH:31][CH:30]=3)=[CH:7][CH:6]=2)[CH2:15][CH2:16][CH2:17]1. The yield is 0.140.